This data is from Forward reaction prediction with 1.9M reactions from USPTO patents (1976-2016). The task is: Predict the product of the given reaction. (1) Given the reactants [F:1][C:2]1[CH:3]=[C:4]([CH:14]=[CH:15][CH:16]=1)[CH2:5][N:6]1[CH:11]=[CH:10][C:9]([OH:12])=[CH:8][C:7]1=[O:13].Br[CH2:18][CH2:19][C:20]1[CH:25]=[CH:24][CH:23]=[CH:22][CH:21]=1, predict the reaction product. The product is: [F:1][C:2]1[CH:3]=[C:4]([CH:14]=[CH:15][CH:16]=1)[CH2:5][N:6]1[CH:11]=[CH:10][C:9]([O:12][CH2:18][CH2:19][C:20]2[CH:25]=[CH:24][CH:23]=[CH:22][CH:21]=2)=[CH:8][C:7]1=[O:13]. (2) The product is: [N:27]1[CH:26]=[CH:25][CH:24]=[N:23][C:22]=1[O:21][C:16]1[CH:17]=[CH:18][CH:19]=[CH:20][C:15]=1[C:13]1[CH:14]=[C:9]2[CH:8]=[CH:7][NH:6][C:10]2=[N:11][CH:12]=1. Given the reactants C([Si](C)(C)[N:6]1[C:10]2=[N:11][CH:12]=[C:13]([C:15]3[CH:20]=[CH:19][CH:18]=[CH:17][C:16]=3[O:21][C:22]3[N:27]=[CH:26][CH:25]=[CH:24][N:23]=3)[CH:14]=[C:9]2[CH:8]=[CH:7]1)(C)(C)C.Cl.C([O-])(O)=O.[Na+].C(OCC)(=O)C, predict the reaction product. (3) Given the reactants [Cl:1][C:2]1[CH:7]=[C:6]([Cl:8])[CH:5]=[CH:4][C:3]=1[C:9]1[N:14]=[C:13]([C:15]([O:17]C)=[O:16])[CH:12]=[CH:11][C:10]=1[C:19]1[CH:24]=[CH:23][C:22]([Cl:25])=[CH:21][CH:20]=1.[OH-].[Na+], predict the reaction product. The product is: [Cl:1][C:2]1[CH:7]=[C:6]([Cl:8])[CH:5]=[CH:4][C:3]=1[C:9]1[N:14]=[C:13]([C:15]([OH:17])=[O:16])[CH:12]=[CH:11][C:10]=1[C:19]1[CH:24]=[CH:23][C:22]([Cl:25])=[CH:21][CH:20]=1. (4) Given the reactants Br[C:2]1[CH:11]=[C:10]2[C:5]([CH:6]=[C:7]([C:12]([O:14][CH2:15][CH3:16])=[O:13])[CH:8]=[N:9]2)=[N:4][CH:3]=1.C(=O)([O-])[O-].[Cs+].[Cs+].C1(C)C=CC=CC=1.[NH:30]1[CH2:34][CH2:33][CH2:32][CH2:31]1, predict the reaction product. The product is: [N:30]1([C:2]2[CH:11]=[C:10]3[C:5]([CH:6]=[C:7]([C:12]([O:14][CH2:15][CH3:16])=[O:13])[CH:8]=[N:9]3)=[N:4][CH:3]=2)[CH2:34][CH2:33][CH2:32][CH2:31]1.